Dataset: Reaction yield outcomes from USPTO patents with 853,638 reactions. Task: Predict the reaction yield, written as a fraction of the theoretical maximum amount of product (1.0 means a 100% yield; for example, 0.34 means a 34% yield). (1) The reactants are [CH2:1]([O:3][C:4](=[O:23])[CH2:5][NH:6][CH2:7][CH2:8][NH:9][S:10]([C:13]1[CH:18]=[CH:17][C:16]([Cl:19])=[CH:15][C:14]=1[N+:20]([O-:22])=[O:21])(=[O:12])=[O:11])[CH3:2].[N:24]1([CH2:33][C:34](O)=[O:35])[CH:32]=[C:30]([CH3:31])[C:28](=[O:29])[NH:27][C:25]1=[O:26]. No catalyst specified. The product is [CH2:1]([O:3][C:4](=[O:23])[CH2:5][N:6]([CH2:7][CH2:8][NH:9][S:10]([C:13]1[CH:18]=[CH:17][C:16]([Cl:19])=[CH:15][C:14]=1[N+:20]([O-:22])=[O:21])(=[O:12])=[O:11])[C:34](=[O:35])[CH2:33][N:24]1[CH:32]=[C:30]([CH3:31])[C:28](=[O:29])[NH:27][C:25]1=[O:26])[CH3:2]. The yield is 0.920. (2) The reactants are [CH:1]([OH:4])([CH3:3])[CH3:2].F[C:6]1[CH:11]=[CH:10][CH:9]=[CH:8][C:7]=1[N+:12]([O-:14])=[O:13].[CH:15]([O:18][C:19]1[CH:25]=[CH:24][CH:23]=[CH:22][C:20]=1[NH2:21])([CH3:17])[CH3:16].[NH2:26][C:27]1[S:28][CH:29]=[CH:30][N:31]=1. No catalyst specified. The product is [CH:1]([O:4][C:6]1[CH:11]=[CH:10][CH:9]=[CH:8][C:7]=1[N+:12]([O-:14])=[O:13])([CH3:3])[CH3:2].[CH:15]([O:18][C:19]1[CH:25]=[CH:24][CH:23]=[CH:22][C:20]=1[NH:21][C:1]([NH:26][C:27]1[S:28][CH:29]=[CH:30][N:31]=1)=[O:4])([CH3:17])[CH3:16]. The yield is 0.700. (3) The reactants are [C:1]([O:5][C:6](=[O:22])[NH:7][C@H:8]([C:15]1[CH:20]=[CH:19][CH:18]=[C:17]([OH:21])[CH:16]=1)[C:9]1[CH:14]=[CH:13][CH:12]=[CH:11][CH:10]=1)([CH3:4])([CH3:3])[CH3:2].C(=O)([O-])[O-].[Cs+].[Cs+].[CH2:29]([O:36][C:37]([N:39]1[CH2:44][CH2:43][CH:42]([CH2:45]OS(C2C=CC(C)=CC=2)(=O)=O)[CH2:41][CH2:40]1)=[O:38])[C:30]1[CH:35]=[CH:34][CH:33]=[CH:32][CH:31]=1. The yield is 0.930. The product is [C:1]([O:5][C:6]([NH:7][C@@H:8]([C:9]1[CH:14]=[CH:13][CH:12]=[CH:11][CH:10]=1)[C:15]1[CH:16]=[C:17]([CH:18]=[CH:19][CH:20]=1)[O:21][CH2:45][CH:42]1[CH2:43][CH2:44][N:39]([C:37]([O:36][CH2:29][C:30]2[CH:31]=[CH:32][CH:33]=[CH:34][CH:35]=2)=[O:38])[CH2:40][CH2:41]1)=[O:22])([CH3:4])([CH3:2])[CH3:3]. The catalyst is CN(C=O)C.O.